Dataset: Peptide-MHC class II binding affinity with 134,281 pairs from IEDB. Task: Regression. Given a peptide amino acid sequence and an MHC pseudo amino acid sequence, predict their binding affinity value. This is MHC class II binding data. (1) The peptide sequence is AYGIPKVPPGPNITA. The MHC is DRB5_0101 with pseudo-sequence DRB5_0101. The binding affinity (normalized) is 0.103. (2) The peptide sequence is VPLYNRFSYIPNGAL. The MHC is HLA-DPA10103-DPB10401 with pseudo-sequence HLA-DPA10103-DPB10401. The binding affinity (normalized) is 0.534. (3) The peptide sequence is LLFTNQLKEHPTDFSVEFLE. The MHC is DRB1_0401 with pseudo-sequence DRB1_0401. The binding affinity (normalized) is 0.834. (4) The peptide sequence is DEKCQDRTELLEMVC. The MHC is DRB1_0101 with pseudo-sequence DRB1_0101. The binding affinity (normalized) is 0.141.